From a dataset of Full USPTO retrosynthesis dataset with 1.9M reactions from patents (1976-2016). Predict the reactants needed to synthesize the given product. (1) Given the product [NH2:1][C:2]1[CH:11]=[CH:10][CH:9]=[C:8]2[C:3]=1[CH:4]=[CH:5][C:6]([CH:18]([C:17]1[CH:25]=[CH:26][CH:27]=[C:28]([O:29][CH3:30])[C:16]=1[O:15][CH3:14])[N:19]1[CH2:20][CH2:21][O:22][CH2:23][CH2:24]1)=[C:7]2[OH:12], predict the reactants needed to synthesize it. The reactants are: [NH2:1][C:2]1[CH:11]=[CH:10][CH:9]=[C:8]2[C:3]=1[CH:4]=[CH:5][CH:6]=[C:7]2[OH:12].[Cl-].[CH3:14][O:15][C:16]1[C:28]([O:29][CH3:30])=[CH:27][CH:26]=[CH:25][C:17]=1[CH:18]=[N+:19]1[CH2:24][CH2:23][O:22][CH2:21][CH2:20]1. (2) The reactants are: [CH3:1][O:2][C:3]1[CH:8]=[CH:7][C:6](B(O)O)=[CH:5][CH:4]=1.I[C:13]1[C:21]2[C:16](=[N:17][CH:18]=[N:19][C:20]=2[NH2:22])[N:15]([CH:23]([CH3:25])[CH3:24])[N:14]=1.C([O-])([O-])=O.[Na+].[Na+]. Given the product [CH:23]([N:15]1[C:16]2=[N:17][CH:18]=[N:19][C:20]([NH2:22])=[C:21]2[C:13]([C:6]2[CH:7]=[CH:8][C:3]([O:2][CH3:1])=[CH:4][CH:5]=2)=[N:14]1)([CH3:25])[CH3:24], predict the reactants needed to synthesize it. (3) Given the product [ClH:39].[N:1]1[CH:6]=[CH:5][CH:4]=[CH:3][C:2]=1[S:7][C:8]1[CH:9]=[C:10]([O:30][C:31]2[C:32]([CH3:38])=[N:33][N:34]([CH3:37])[C:35]=2[CH3:36])[C:11]([NH:14][C:15]2[S:19][N:18]=[C:17]([C@H:20]([OH:21])[CH2:24][OH:23])[N:16]=2)=[N:12][CH:13]=1, predict the reactants needed to synthesize it. The reactants are: [N:1]1[CH:6]=[CH:5][CH:4]=[CH:3][C:2]=1[S:7][C:8]1[CH:9]=[C:10]([O:30][C:31]2[C:32]([CH3:38])=[N:33][N:34]([CH3:37])[C:35]=2[CH3:36])[C:11]([NH:14][C:15]2[S:19][N:18]=[C:17]([C@H:20]3[CH2:24][O:23]C4(CCCCC4)[O:21]3)[N:16]=2)=[N:12][CH:13]=1.[ClH:39].C(=O)(O)[O-].[Na+]. (4) Given the product [Cl:1][C:2]1[C:7]2[O:8][C:9]3[C:18]([CH3:19])=[CH:17][C:16]([C:20]([OH:22])=[O:21])=[CH:15][C:10]=3[S:11](=[O:14])(=[O:13])[CH2:12][C:6]=2[CH:5]=[C:4]([S:23]([N:31]2[CH2:32][CH2:33][N:28]([CH3:27])[CH2:29][CH2:30]2)(=[O:25])=[O:24])[CH:3]=1, predict the reactants needed to synthesize it. The reactants are: [Cl:1][C:2]1[C:7]2[O:8][C:9]3[C:18]([CH3:19])=[CH:17][C:16]([C:20]([OH:22])=[O:21])=[CH:15][C:10]=3[S:11](=[O:14])(=[O:13])[CH2:12][C:6]=2[CH:5]=[C:4]([S:23](Cl)(=[O:25])=[O:24])[CH:3]=1.[CH3:27][N:28]1[CH2:33][CH2:32][NH:31][CH2:30][CH2:29]1.O. (5) Given the product [Cl:19][C:16]1[CH:17]=[CH:18][C:13]([C:11]2[CH:10]=[CH:9][N:8]=[C:7]([N:5]3[CH:6]=[C:2]([C:24]4[CH:25]=[CH:26][C:21]([NH2:20])=[N:22][CH:23]=4)[N:3]=[CH:4]3)[N:12]=2)=[CH:14][CH:15]=1, predict the reactants needed to synthesize it. The reactants are: Br[C:2]1[N:3]=[CH:4][N:5]([C:7]2[N:12]=[C:11]([C:13]3[CH:18]=[CH:17][C:16]([Cl:19])=[CH:15][CH:14]=3)[CH:10]=[CH:9][N:8]=2)[CH:6]=1.[NH2:20][C:21]1[CH:26]=[CH:25][C:24](B2OC(C)(C)C(C)(C)O2)=[CH:23][N:22]=1. (6) Given the product [NH2:54][CH2:53][C:50]1[CH:51]=[CH:52][C:47]([C:44]2[CH:43]=[CH:42][C:41]([C:12]3[C:13]4[C:18](=[N:17][CH:16]=[CH:15][CH:14]=4)[N:9]([O:8][CH2:1][C:2]4[CH:7]=[CH:6][CH:5]=[CH:4][CH:3]=4)[C:10](=[O:32])[C:11]=3[C:27]([O:29][CH2:30][CH3:31])=[O:28])=[CH:46][CH:45]=2)=[CH:48][CH:49]=1, predict the reactants needed to synthesize it. The reactants are: [CH2:1]([O:8][N:9]1[C:18]2[C:13](=[CH:14][CH:15]=[CH:16][N:17]=2)[C:12](OS(C(F)(F)F)(=O)=O)=[C:11]([C:27]([O:29][CH2:30][CH3:31])=[O:28])[C:10]1=[O:32])[C:2]1[CH:7]=[CH:6][CH:5]=[CH:4][CH:3]=1.CC1(C)C(C)(C)OB([C:41]2[CH:46]=[CH:45][C:44]([C:47]3[CH:52]=[CH:51][C:50]([CH2:53][NH:54]C(=O)OC(C)(C)C)=[CH:49][CH:48]=3)=[CH:43][CH:42]=2)O1.C(=O)([O-])[O-].[Na+].[Na+].N#N. (7) Given the product [CH3:15][O:14][N:13]([CH3:12])[C:7]([CH2:8][C:3]1([CH2:4][C:5]([OH:6])=[O:10])[CH2:2][CH2:1]1)=[O:9], predict the reactants needed to synthesize it. The reactants are: [CH2:1]1[C:3]2([CH2:8][C:7](=[O:9])[O:6][C:5](=[O:10])[CH2:4]2)[CH2:2]1.Cl.[CH3:12][NH:13][O:14][CH3:15].N1C=CC=CC=1. (8) Given the product [CH3:28][C:9]1[CH:10]=[C:11]([CH2:14][CH2:15][C:16]([C:17]2[CH:22]=[CH:21][C:20]([S:23][CH2:24][CH2:25][CH3:26])=[CH:19][CH:18]=2)=[O:27])[CH:12]=[CH:13][C:8]=1[O:7][C:2]([CH3:6])([CH3:1])[C:3]([OH:5])=[O:4], predict the reactants needed to synthesize it. The reactants are: [CH3:1][C:2]([O:7][C:8]1[CH:13]=[CH:12][C:11]([CH:14]=[CH:15][C:16](=[O:27])[C:17]2[CH:22]=[CH:21][C:20]([S:23][CH2:24][CH2:25][CH3:26])=[CH:19][CH:18]=2)=[CH:10][C:9]=1[CH3:28])([CH3:6])[C:3]([OH:5])=[O:4].[I-].[Na+].Cl[Si](Cl)(Cl)Cl. (9) Given the product [OH:13][C:14]1[C:15](=[O:17])[N:41]([CH2:40][CH2:39][C:32]2[C:31]3[C:35](=[CH:36][CH:37]=[CH:38][C:30]=3[CH3:29])[NH:34][CH:33]=2)[CH:1]([C:3]2[CH:12]=[CH:11][C:6]([C:7]([O:9][CH3:10])=[O:8])=[CH:5][CH:4]=2)[C:20]=1[C:21](=[O:28])[C:22]1[CH:27]=[CH:26][CH:25]=[N:24][CH:23]=1, predict the reactants needed to synthesize it. The reactants are: [CH:1]([C:3]1[CH:12]=[CH:11][C:6]([C:7]([O:9][CH3:10])=[O:8])=[CH:5][CH:4]=1)=O.[OH:13]/[C:14](=[CH:20]\[C:21](=[O:28])[C:22]1[CH:23]=[N:24][CH:25]=[CH:26][CH:27]=1)/[C:15]([O:17]CC)=O.[CH3:29][C:30]1[CH:38]=[CH:37][CH:36]=[C:35]2[C:31]=1[C:32]([CH2:39][CH2:40][NH2:41])=[CH:33][NH:34]2.